Dataset: Forward reaction prediction with 1.9M reactions from USPTO patents (1976-2016). Task: Predict the product of the given reaction. (1) Given the reactants [F:1][C:2]([F:23])([F:22])[C:3]1[CH:17]=[C:16]([C:18]([F:21])([F:20])[F:19])[CH:15]=[CH:14][C:4]=1[CH2:5][N:6]1[CH2:11][CH2:10][CH:9]([CH:12]=O)[CH2:8][CH2:7]1.[O:24]=[C:25]1[N:29]=[C:28]([NH:30][CH2:31][C:32]([NH2:34])=[O:33])[CH2:27][S:26]1.C([O-])(=O)C.[NH2+]1CCCCC1, predict the reaction product. The product is: [F:23][C:2]([F:1])([F:22])[C:3]1[CH:17]=[C:16]([C:18]([F:21])([F:20])[F:19])[CH:15]=[CH:14][C:4]=1[CH2:5][N:6]1[CH2:11][CH2:10][CH:9](/[CH:12]=[C:27]2/[C:28]([NH:30][CH2:31][C:32]([NH2:34])=[O:33])=[N:29][C:25](=[O:24])[S:26]/2)[CH2:8][CH2:7]1. (2) Given the reactants [CH3:1][C:2]1[O:6][C:5](=[O:7])[O:4][C:3]=1[CH2:8][O:9][C:10](=[O:45])[NH:11][C:12]1[C:21]2=[CH:22][N:23]([CH:25]3[O:33][CH:32]4[CH:27]([O:28][Si](C(C)(C)C)(C(C)(C)C)[O:30][CH2:31]4)[C:26]3([OH:43])[CH3:42])[N:24]=[C:19]3[C:20]2=[C:14]([C:15](=[O:44])[NH:16][N:17]=[CH:18]3)[CH:13]=1.CCN(CC)CC, predict the reaction product. The product is: [CH3:1][C:2]1[O:6][C:5](=[O:7])[O:4][C:3]=1[CH2:8][O:9][C:10](=[O:45])[NH:11][C:12]1[C:21]2=[CH:22][N:23]([CH:25]3[C:26]([OH:43])([CH3:42])[CH:27]([OH:28])[CH:32]([CH2:31][OH:30])[O:33]3)[N:24]=[C:19]3[C:20]2=[C:14]([C:15](=[O:44])[NH:16][N:17]=[CH:18]3)[CH:13]=1. (3) Given the reactants [N:1]([C:4]1[N:13]=[CH:12][C:11]2[C:6](=[CH:7][CH:8]=[C:9]([O:14][C:15]3[CH:20]=[CH:19][N:18]=[C:17]([C:21]([NH:23][CH3:24])=[O:22])[CH:16]=3)[CH:10]=2)[N:5]=1)=[N+]=[N-].C1C=CC(P(C2C=CC=CC=2)C2C=CC=CC=2)=CC=1.Cl, predict the reaction product. The product is: [NH2:1][C:4]1[N:13]=[CH:12][C:11]2[C:6](=[CH:7][CH:8]=[C:9]([O:14][C:15]3[CH:20]=[CH:19][N:18]=[C:17]([C:21]([NH:23][CH3:24])=[O:22])[CH:16]=3)[CH:10]=2)[N:5]=1. (4) Given the reactants [CH2:1]([N:3]([CH2:33][CH3:34])[CH2:4][CH2:5][N:6]([CH3:32])[C:7]([C:9]1[S:17][C:16]2[CH:15]=[C:14]([CH3:18])[N:13]([CH2:19][C:20](=[O:27])[C:21]3[CH:26]=[CH:25][CH:24]=[CH:23][CH:22]=3)[C:12](=[O:28])[C:11]=2[C:10]=1[O:29][CH2:30][CH3:31])=[O:8])[CH3:2].C(OC(=O)C)C.[ClH:41], predict the reaction product. The product is: [ClH:41].[CH2:33]([N:3]([CH2:1][CH3:2])[CH2:4][CH2:5][N:6]([CH3:32])[C:7]([C:9]1[S:17][C:16]2[CH:15]=[C:14]([CH3:18])[N:13]([CH2:19][C:20](=[O:27])[C:21]3[CH:22]=[CH:23][CH:24]=[CH:25][CH:26]=3)[C:12](=[O:28])[C:11]=2[C:10]=1[O:29][CH2:30][CH3:31])=[O:8])[CH3:34]. (5) The product is: [N:11]1[CH:16]=[CH:15][CH:14]=[C:13]([C:2]2[CH:7]=[CH:6][N:5]=[C:4]3[NH:8][CH:9]=[CH:10][C:3]=23)[CH:12]=1. Given the reactants Br[C:2]1[CH:7]=[CH:6][N:5]=[C:4]2[NH:8][CH:9]=[CH:10][C:3]=12.[N:11]1[CH:16]=[CH:15][CH:14]=[C:13](B(O)O)[CH:12]=1.C(=O)([O-])[O-].[Na+].[Na+], predict the reaction product. (6) Given the reactants [NH2:1][C:2]1[CH:3]=[C:4]([C:12]([N:14]([CH2:17][CH3:18])[CH2:15][CH3:16])=[O:13])[CH:5]=[N:6][C:7]=1[NH:8][CH2:9][CH:10]=[CH2:11].[CH2:19]([O:21][C:22]1[CH:27]=[CH:26][C:25]([CH2:28][C:29](Cl)=[O:30])=[CH:24][CH:23]=1)[CH3:20], predict the reaction product. The product is: [CH2:19]([O:21][C:22]1[CH:27]=[CH:26][C:25]([CH2:28][C:29]([NH:1][C:2]2[CH:3]=[C:4]([C:12]([N:14]([CH2:17][CH3:18])[CH2:15][CH3:16])=[O:13])[CH:5]=[N:6][C:7]=2[NH:8][CH2:9][CH:10]=[CH2:11])=[O:30])=[CH:24][CH:23]=1)[CH3:20]. (7) Given the reactants [O:1]1[CH2:6][CH2:5][N:4]([CH2:7][CH2:8][N:9]=[N+:10]=[N-:11])[CH2:3][CH2:2]1.O=C1O[C@H]([C@H](CO)O)C([O-])=C1O.[Na+].[C:25]([C:27]1[CH:32]=[CH:31][C:30]([S:33]([N:36]2[CH:40]=[CH:39][C:38](/[CH:41]=[CH:42]/[C:43]([NH:45][O:46][CH:47]3[CH2:52][CH2:51][CH2:50][CH2:49][O:48]3)=[O:44])=[CH:37]2)(=[O:35])=[O:34])=[CH:29][CH:28]=1)#[CH:26].C(Cl)Cl, predict the reaction product. The product is: [O:48]1[CH2:49][CH2:50][CH2:51][CH2:52][CH:47]1[O:46][NH:45][C:43](=[O:44])/[CH:42]=[CH:41]/[C:38]1[CH:39]=[CH:40][N:36]([S:33]([C:30]2[CH:29]=[CH:28][C:27]([C:25]3[N:11]=[N:10][N:9]([CH2:8][CH2:7][N:4]4[CH2:5][CH2:6][O:1][CH2:2][CH2:3]4)[CH:26]=3)=[CH:32][CH:31]=2)(=[O:35])=[O:34])[CH:37]=1.